This data is from Full USPTO retrosynthesis dataset with 1.9M reactions from patents (1976-2016). The task is: Predict the reactants needed to synthesize the given product. (1) Given the product [Cl:1][C:2]1[CH:7]=[CH:6][C:5]([C:8]([F:10])([F:11])[F:9])=[CH:4][C:3]=1[O:12][CH:19]1[CH2:18][CH2:17][N:16]([C:21]2[N:22]=[N:23][CH:24]=[CH:25][N:26]=2)[CH2:15][CH:14]1[CH3:13], predict the reactants needed to synthesize it. The reactants are: [Cl:1][C:2]1[CH:7]=[CH:6][C:5]([C:8]([F:11])([F:10])[F:9])=[CH:4][C:3]=1[OH:12].[CH3:13][CH:14]1[CH:19](O)[CH2:18][CH2:17][N:16]([C:21]2[N:22]=[N:23][CH:24]=[CH:25][N:26]=2)[CH2:15]1. (2) Given the product [NH2:47][C:45]1[N:44]=[CH:43][N:42]=[C:41]2[N:40]([CH:2]([C:4]3[O:5][C:6](=[O:28])[C:7]4[C:12]([C:13]=3[C:14]3[CH:15]=[CH:16][C:17]([CH2:20][N:21]5[CH2:26][CH2:25][N:24]([CH3:27])[CH2:23][CH2:22]5)=[CH:18][CH:19]=3)=[CH:11][CH:10]=[CH:9][CH:8]=4)[CH3:3])[N:39]=[C:38]([C:32]3[CH:33]=[C:34]([O:36][CH3:37])[CH:35]=[C:30]([F:29])[CH:31]=3)[C:46]=12, predict the reactants needed to synthesize it. The reactants are: O[CH:2]([C:4]1[O:5][C:6](=[O:28])[C:7]2[C:12]([C:13]=1[C:14]1[CH:19]=[CH:18][C:17]([CH2:20][N:21]3[CH2:26][CH2:25][N:24]([CH3:27])[CH2:23][CH2:22]3)=[CH:16][CH:15]=1)=[CH:11][CH:10]=[CH:9][CH:8]=2)[CH3:3].[F:29][C:30]1[CH:31]=[C:32]([C:38]2[C:46]3[C:41](=[N:42][CH:43]=[N:44][C:45]=3[NH2:47])[NH:40][N:39]=2)[CH:33]=[C:34]([O:36][CH3:37])[CH:35]=1. (3) Given the product [Cl:20][C:21]1[CH:26]=[CH:25][C:24]([O:27][CH3:28])=[CH:23][C:22]=1[O:29][C:2]1[C:7]([C:8]([O:10][CH3:11])=[O:9])=[CH:6][N:5]=[C:4]([C:12]2[CH:17]=[CH:16][CH:15]=[C:14]([F:18])[C:13]=2[F:19])[CH:3]=1, predict the reactants needed to synthesize it. The reactants are: Cl[C:2]1[C:7]([C:8]([O:10][CH3:11])=[O:9])=[CH:6][N:5]=[C:4]([C:12]2[CH:17]=[CH:16][CH:15]=[C:14]([F:18])[C:13]=2[F:19])[CH:3]=1.[Cl:20][C:21]1[CH:26]=[CH:25][C:24]([O:27][CH3:28])=[CH:23][C:22]=1[OH:29]. (4) Given the product [F:25][C:26]([F:39])([F:38])[S:27]([O:30][C:16]12[CH2:17][CH:18]([CH2:19][CH2:14]1)[CH2:24][C:21]2=[CH2:23])(=[O:29])=[O:28], predict the reactants needed to synthesize it. The reactants are: CC12CC(CC1)CC2=O.C([C:14]1[CH:19]=[C:18](C)[CH:17]=[C:16]([C:21]([CH3:24])([CH3:23])C)N=1)(C)(C)C.[F:25][C:26]([F:39])([F:38])[S:27]([O:30]S(C(F)(F)F)(=O)=O)(=[O:29])=[O:28].O. (5) Given the product [OH:8][CH2:9][CH2:10][CH2:11][O:12][C:13]1[CH:14]=[CH:15][C:16]([CH2:19][CH2:20][C:21]2[CH:26]=[CH:25][N:24]=[C:23]3[NH:27][N:28]=[C:29]([O:30][C@@H:31]4[O:57][C@H:56]([CH2:58][O:59][C:60](=[O:65])[C:61]([CH3:64])([CH3:63])[CH3:62])[C@@H:48]([O:49][C:50](=[O:55])[C:51]([CH3:52])([CH3:53])[CH3:54])[C@H:40]([O:41][C:42](=[O:47])[C:43]([CH3:46])([CH3:45])[CH3:44])[C@H:32]4[O:33][C:34](=[O:39])[C:35]([CH3:36])([CH3:37])[CH3:38])[C:22]=23)=[CH:17][CH:18]=1, predict the reactants needed to synthesize it. The reactants are: C([O:8][CH2:9][CH2:10][CH2:11][O:12][C:13]1[CH:18]=[CH:17][C:16]([CH2:19][CH2:20][C:21]2[CH:26]=[CH:25][N:24]=[C:23]3[NH:27][N:28]=[C:29]([O:30][C@@H:31]4[O:57][C@H:56]([CH2:58][O:59][C:60](=[O:65])[C:61]([CH3:64])([CH3:63])[CH3:62])[C@@H:48]([O:49][C:50](=[O:55])[C:51]([CH3:54])([CH3:53])[CH3:52])[C@H:40]([O:41][C:42](=[O:47])[C:43]([CH3:46])([CH3:45])[CH3:44])[C@H:32]4[O:33][C:34](=[O:39])[C:35]([CH3:38])([CH3:37])[CH3:36])[C:22]=23)=[CH:15][CH:14]=1)C1C=CC=CC=1. (6) Given the product [O:22]1[CH2:27][CH2:26][CH:25]([CH2:28][NH:29][C:11]([C:5]2[C:6]3[CH:10]=[CH:9][NH:8][C:7]=3[C:2]([Cl:1])=[N:3][CH:4]=2)=[O:13])[CH2:24][CH2:23]1, predict the reactants needed to synthesize it. The reactants are: [Cl:1][C:2]1[C:7]2[NH:8][CH:9]=[CH:10][C:6]=2[C:5]([C:11]([OH:13])=O)=[CH:4][N:3]=1.C(N1CCOCC1)C.[O:22]1[CH2:27][CH2:26][CH:25]([CH2:28][NH2:29])[CH2:24][CH2:23]1.O.ON1C2C=CC=CC=2N=N1.Cl.CN(C)CCCN=C=NCC. (7) The reactants are: Cl[C:2]1[N:7]=[C:6]([C:8]([O:10][CH2:11]C)=[O:9])[CH:5]=[C:4]([N:13]2[CH2:18][CH2:17][O:16][CH2:15][CH2:14]2)[N:3]=1.[CH3:19][NH2:20]. Given the product [CH3:19][NH:20][C:2]1[N:7]=[C:6]([C:8]([O:10][CH3:11])=[O:9])[CH:5]=[C:4]([N:13]2[CH2:18][CH2:17][O:16][CH2:15][CH2:14]2)[N:3]=1, predict the reactants needed to synthesize it.